Dataset: Reaction yield outcomes from USPTO patents with 853,638 reactions. Task: Predict the reaction yield, written as a fraction of the theoretical maximum amount of product (1.0 means a 100% yield; for example, 0.34 means a 34% yield). (1) The reactants are [Br:1][C:2]1[C:11]([O:12][CH3:13])=[CH:10][CH:9]=[C:8]2[C:3]=1[CH:4]=[CH:5][N:6]=[C:7]2[O:14][CH:15]1[CH2:32][CH:31]2[N:17]([C:18](=[O:38])[N:19]([CH3:37])[CH2:20][CH2:21][CH2:22][CH2:23][CH:24]=[CH:25][CH:26]3[C:28]([C:34](O)=[O:35])([NH:29][C:30]2=[O:33])[CH2:27]3)[CH2:16]1.C(N1C=CN=C1)(N1C=CN=C1)=O.[CH:51]1([S:54]([NH2:57])(=[O:56])=[O:55])[CH2:53][CH2:52]1.C1CCN2C(=NCCC2)CC1. The catalyst is C1COCC1. The product is [Br:1][C:2]1[C:11]([O:12][CH3:13])=[CH:10][CH:9]=[C:8]2[C:3]=1[CH:4]=[CH:5][N:6]=[C:7]2[O:14][CH:15]1[CH2:32][CH:31]2[N:17]([C:18](=[O:38])[N:19]([CH3:37])[CH2:20][CH2:21][CH2:22][CH2:23][CH:24]=[CH:25][CH:26]3[C:28]([C:34]([NH:57][S:54]([CH:51]4[CH2:53][CH2:52]4)(=[O:56])=[O:55])=[O:35])([NH:29][C:30]2=[O:33])[CH2:27]3)[CH2:16]1. The yield is 0.770. (2) The reactants are [CH:1]1([N:7]([CH:18]2[CH2:23][CH2:22][CH2:21][CH2:20][CH2:19]2)[C:8]([NH:10][C:11]2[S:12][C:13]([CH:16]=O)=[CH:14][N:15]=2)=[O:9])[CH2:6][CH2:5][CH2:4][CH2:3][CH2:2]1.Cl.[O:25]=[S:26]1(=[O:32])[CH2:31][CH2:30][NH:29][CH2:28][CH2:27]1.C(O[BH-](OC(=O)C)OC(=O)C)(=O)C.[Na+]. No catalyst specified. The product is [CH:1]1([N:7]([CH:18]2[CH2:23][CH2:22][CH2:21][CH2:20][CH2:19]2)[C:8]([NH:10][C:11]2[S:12][C:13]([CH2:16][N:29]3[CH2:30][CH2:31][S:26](=[O:32])(=[O:25])[CH2:27][CH2:28]3)=[CH:14][N:15]=2)=[O:9])[CH2:6][CH2:5][CH2:4][CH2:3][CH2:2]1. The yield is 0.180. (3) The reactants are [CH3:1][O:2][C:3]1[CH:4]=[C:5]2[C:10](=[CH:11][C:12]=1[O:13][CH3:14])[N:9]=[CH:8][CH:7]=[C:6]2[O:15][C:16]1[C:25]([F:26])=[CH:24][C:19]2[N:20]=[C:21]([NH2:23])[S:22][C:18]=2[CH:17]=1.CCN(CC)CC.[C:34]1([CH2:40][C:41](Cl)=[O:42])[CH:39]=[CH:38][CH:37]=[CH:36][CH:35]=1.C1COCC1. The catalyst is C(C#N)(C)=O. The product is [CH3:1][O:2][C:3]1[CH:4]=[C:5]2[C:10](=[CH:11][C:12]=1[O:13][CH3:14])[N:9]=[CH:8][CH:7]=[C:6]2[O:15][C:16]1[C:25]([F:26])=[CH:24][C:19]2[N:20]=[C:21]([NH:23][C:41](=[O:42])[CH2:40][C:34]3[CH:39]=[CH:38][CH:37]=[CH:36][CH:35]=3)[S:22][C:18]=2[CH:17]=1. The yield is 0.590.